From a dataset of Catalyst prediction with 721,799 reactions and 888 catalyst types from USPTO. Predict which catalyst facilitates the given reaction. (1) Reactant: Cl.[C:2]([O:6][C:7](=[O:14])[C@H:8]([C:10]([CH3:13])([CH3:12])[CH3:11])[NH2:9])([CH3:5])([CH3:4])[CH3:3].C(N(CC)CC)C.Br[CH2:23][C:24]([O:26][CH2:27][CH3:28])=[O:25]. Product: [CH2:27]([O:26][C:24](=[O:25])[CH2:23][NH:9][C@@H:8]([C:10]([CH3:13])([CH3:12])[CH3:11])[C:7]([O:6][C:2]([CH3:5])([CH3:4])[CH3:3])=[O:14])[CH3:28]. The catalyst class is: 3. (2) Reactant: [CH3:1][C:2]([O:5][C:6]([N:8]1[C@H:12]([C:13]([O:15][CH3:16])=[O:14])[CH2:11][C@@H:10](O)[CH2:9]1)=[O:7])([CH3:4])[CH3:3].C1C=CC(P(C2C=CC=CC=2)C2C=CC=CC=2)=CC=1.CCOC(/N=N/C(OCC)=O)=O.C[I:50]. Product: [CH3:16][O:15][C:13]([CH:12]1[CH2:11][CH:10]([I:50])[CH2:9][N:8]1[C:6]([O:5][C:2]([CH3:4])([CH3:3])[CH3:1])=[O:7])=[O:14]. The catalyst class is: 1. (3) Reactant: [Cl:1][C:2]1[C:3]([C:12]2[O:13][CH:14]=[CH:15][CH:16]=2)=[N:4][C:5]([NH2:11])=[N:6][C:7]=1[S:8]([CH3:10])=O.C(S)[C:18]1[CH:23]=[CH:22][CH:21]=[CH:20][CH:19]=1.C1CCN2C(=NCCC2)CC1. Product: [CH2:10]([S:8][C:7]1[C:2]([Cl:1])=[C:3]([C:12]2[O:13][CH:14]=[CH:15][CH:16]=2)[N:4]=[C:5]([NH2:11])[N:6]=1)[C:18]1[CH:23]=[CH:22][CH:21]=[CH:20][CH:19]=1. The catalyst class is: 12. (4) Reactant: [Br:1][C:2]1[C:9]([OH:10])=[CH:8][CH:7]=[CH:6][C:3]=1[CH:4]=[O:5].[Br:11][CH2:12][CH2:13][CH2:14]Br.C([O-])([O-])=O.[Cs+].[Cs+].CN(C=O)C. Product: [Br:1][C:2]1[C:9]([O:10][CH2:14][CH2:13][CH2:12][Br:11])=[CH:8][CH:7]=[CH:6][C:3]=1[CH:4]=[O:5]. The catalyst class is: 25. (5) Reactant: C([O:3][C:4](=O)[CH2:5][C:6]1[N:7]=[C:8]([C:11]2[CH:16]=[CH:15][CH:14]=[CH:13][C:12]=2[NH:17][C:18]([O:20][CH2:21][CH:22]2[CH2:27][CH2:26][N:25]([C:28]([O:30][C:31]([CH3:34])([CH3:33])[CH3:32])=[O:29])[CH2:24][CH2:23]2)=[O:19])[S:9][CH:10]=1)C.[BH4-].[Li+].CO. Product: [OH:3][CH2:4][CH2:5][C:6]1[N:7]=[C:8]([C:11]2[CH:16]=[CH:15][CH:14]=[CH:13][C:12]=2[NH:17][C:18]([O:20][CH2:21][CH:22]2[CH2:27][CH2:26][N:25]([C:28]([O:30][C:31]([CH3:34])([CH3:33])[CH3:32])=[O:29])[CH2:24][CH2:23]2)=[O:19])[S:9][CH:10]=1. The catalyst class is: 1. (6) Reactant: [N:1]1[C:11]2[C:6](=[CH:7][CH:8]=[CH:9][CH:10]=2)[C:4]([CH3:5])=[CH:3][CH:2]=1.[I:12][CH2:13][CH2:14][CH2:15][CH2:16][O:17][C:18](=[O:20])[CH3:19]. Product: [I-:12].[C:18]([O:17][CH2:16][CH2:15][CH2:14][CH2:13][N+:1]1[C:11]2[C:6](=[CH:7][CH:8]=[CH:9][CH:10]=2)[C:4]([CH3:5])=[CH:3][CH:2]=1)(=[O:20])[CH3:19]. The catalyst class is: 28. (7) Reactant: [CH:1]1([C:4]2[CH:5]=[C:6]([C:20](O)=[O:21])[C:7]3[C:12](C)=[N:11][N:10]([C:14]4[CH:19]=[CH:18][N:17]=[CH:16][CH:15]=4)[C:8]=3[N:9]=2)[CH2:3][CH2:2]1.[NH2:23][CH2:24][C:25]1[C:26](=[O:33])[NH:27][C:28]([CH3:32])=[CH:29][C:30]=1[CH3:31].ON1C2N=CC=CC=2N=N1.C(Cl)CCl.CN1CCOCC1. Product: [CH:1]1([C:4]2[CH:5]=[C:6]([C:20]([NH:23][CH2:24][C:25]3[C:26](=[O:33])[NH:27][C:28]([CH3:32])=[CH:29][C:30]=3[CH3:31])=[O:21])[C:7]3[CH:12]=[N:11][N:10]([C:14]4[CH:15]=[CH:16][N:17]=[CH:18][CH:19]=4)[C:8]=3[N:9]=2)[CH2:2][CH2:3]1. The catalyst class is: 16. (8) Reactant: Br[C:2]1[CH:7]=[CH:6][C:5]([N:8]2[C:12]([CH2:13][CH:14]3[CH2:17][N:16]([C:18]([CH:20]4[CH2:22][CH2:21]4)=[O:19])[CH2:15]3)=[N:11][NH:10][C:9]2=[O:23])=[CH:4][CH:3]=1.CC1(C)C(C)(C)OB([C:32]2[CH:33]=[CH:34][C:35]3[O:39][CH:38]=[CH:37][C:36]=3[CH:40]=2)O1.C(=O)([O-])[O-].[K+].[K+].Cl. Product: [O:39]1[C:35]2[CH:34]=[CH:33][C:32]([C:2]3[CH:7]=[CH:6][C:5]([N:8]4[C:12]([CH2:13][CH:14]5[CH2:17][N:16]([C:18]([CH:20]6[CH2:22][CH2:21]6)=[O:19])[CH2:15]5)=[N:11][NH:10][C:9]4=[O:23])=[CH:4][CH:3]=3)=[CH:40][C:36]=2[CH:37]=[CH:38]1. The catalyst class is: 38.